Dataset: HIV replication inhibition screening data with 41,000+ compounds from the AIDS Antiviral Screen. Task: Binary Classification. Given a drug SMILES string, predict its activity (active/inactive) in a high-throughput screening assay against a specified biological target. (1) The drug is Cc1cc(S(=O)(=O)n2ccnc2Oc2ccc(N)cc2)c(SSc2cc(Cl)c(C)cc2S(=O)(=O)n2ccnc2Oc2ccc(N)cc2)cc1Cl. The result is 0 (inactive). (2) The molecule is CC(=O)OC12CCCCCC1C1(O)C(O)CCCCC21. The result is 0 (inactive). (3) The compound is CC1=NC(=Cc2cccc3ccccc23)C(=O)O1. The result is 0 (inactive). (4) The drug is CCCCN1C(CO)C(O)C(O)C(O)C1CO. The result is 0 (inactive). (5) The molecule is N#CCOc1ccc(C=CC(=O)c2ccc(Cl)cc2)cc1. The result is 0 (inactive). (6) The molecule is Cc1ccc(S(=O)(=O)NN=CCN2C(=O)c3ccccc3C2=O)cc1. The result is 0 (inactive).